From a dataset of Full USPTO retrosynthesis dataset with 1.9M reactions from patents (1976-2016). Predict the reactants needed to synthesize the given product. (1) Given the product [ClH:34].[ClH:34].[NH2:1][C:2]1[N:7]=[CH:6][N:5]=[C:4]2[N:8]([CH:12]([C:14]3[CH:15]=[C:16]([Cl:34])[C:17]([C:32]#[N:33])=[C:18]4[C:24]=3[O:23][CH2:22][CH2:21][NH:20][CH2:19]4)[CH3:13])[N:9]=[C:10]([CH3:11])[C:3]=12, predict the reactants needed to synthesize it. The reactants are: [NH2:1][C:2]1[N:7]=[CH:6][N:5]=[C:4]2[N:8]([CH:12]([C:14]3[C:24]4[O:23][CH2:22][CH2:21][N:20](C(OC(C)(C)C)=O)[CH2:19][C:18]=4[C:17]([C:32]#[N:33])=[C:16]([Cl:34])[CH:15]=3)[CH3:13])[N:9]=[C:10]([CH3:11])[C:3]=12. (2) Given the product [Br:1][CH:2]([CH3:6])[C:3]([NH:7][C:8]1[CH:13]=[CH:12][CH:11]=[C:10]([Br:14])[C:9]=1[OH:15])=[O:4], predict the reactants needed to synthesize it. The reactants are: [Br:1][CH:2]([CH3:6])[C:3](Cl)=[O:4].[NH2:7][C:8]1[CH:13]=[CH:12][CH:11]=[C:10]([Br:14])[C:9]=1[OH:15].C(=O)(O)[O-].[Na+].